The task is: Predict the product of the given reaction.. This data is from Forward reaction prediction with 1.9M reactions from USPTO patents (1976-2016). (1) Given the reactants [I-].[CH2:2]([Li])[CH2:3][CH2:4][CH3:5].[CH:7]([C@@H:9]1[CH2:13][C@@H:12]([O:14][CH:15]2[CH2:20][CH2:19][CH2:18][CH2:17][O:16]2)[CH2:11][N:10]1[C:21]([O:23][CH2:24][C:25]1[CH:30]=[CH:29][CH:28]=[CH:27][CH:26]=1)=[O:22])=O.[C:31](OCC)(=O)C, predict the reaction product. The product is: [CH3:5][CH:4]([CH3:31])[CH2:3][CH:2]=[CH:7][C@@H:9]1[CH2:13][C@@H:12]([O:14][CH:15]2[CH2:20][CH2:19][CH2:18][CH2:17][O:16]2)[CH2:11][N:10]1[C:21]([O:23][CH2:24][C:25]1[CH:30]=[CH:29][CH:28]=[CH:27][CH:26]=1)=[O:22]. (2) Given the reactants [F:1][C:2]1[CH:7]=[CH:6][C:5]([C:8](=O)[CH2:9][C:10](=O)[CH3:11])=[CH:4][CH:3]=1.[NH:14]([CH2:16][C:17]([O:19][CH2:20][CH3:21])=[O:18])[NH2:15].FC(F)(F)C(O)=O.CCN(CC)CC, predict the reaction product. The product is: [CH2:20]([O:19][C:17](=[O:18])[CH2:16][N:14]1[C:8]([C:5]2[CH:6]=[CH:7][C:2]([F:1])=[CH:3][CH:4]=2)=[CH:9][C:10]([CH3:11])=[N:15]1)[CH3:21]. (3) Given the reactants C=O.[CH3:3][C:4]1[CH:5]=[C:6]([NH:16][C:17]2[N:22]=[C:21]([CH2:23][CH2:24][C:25]3[CH:30]=[CH:29][CH:28]=[CH:27][C:26]=3[CH2:31][C:32]([NH2:34])=[O:33])[C:20]([C:35]([F:38])([F:37])[F:36])=[CH:19][N:18]=2)[CH:7]=[CH:8][C:9]=1[CH:10]1[CH2:15][CH2:14][NH:13][CH2:12][CH2:11]1.[C:39](O[BH-](OC(=O)C)OC(=O)C)(=O)C.[Na+], predict the reaction product. The product is: [CH3:3][C:4]1[CH:5]=[C:6]([NH:16][C:17]2[N:22]=[C:21]([CH2:23][CH2:24][C:25]3[CH:30]=[CH:29][CH:28]=[CH:27][C:26]=3[CH2:31][C:32]([NH2:34])=[O:33])[C:20]([C:35]([F:38])([F:36])[F:37])=[CH:19][N:18]=2)[CH:7]=[CH:8][C:9]=1[CH:10]1[CH2:15][CH2:14][N:13]([CH3:39])[CH2:12][CH2:11]1. (4) Given the reactants [F:1][C:2]([F:27])([F:26])[C:3]1[N:8]=[CH:7][C:6]([C:9]2[N:14]=[CH:13][N:12]=[C:11]([CH2:15][NH:16][C:17]([C@@H:19]3[CH2:25][C:22]4([CH2:24][CH2:23]4)[CH2:21][NH:20]3)=[O:18])[CH:10]=2)=[CH:5][CH:4]=1.C(N(CC)CC)C.[F:35][C:36]1[CH:41]=[CH:40][C:39]([S:42](Cl)(=[O:44])=[O:43])=[CH:38][CH:37]=1, predict the reaction product. The product is: [F:35][C:36]1[CH:41]=[CH:40][C:39]([S:42]([N:20]2[C@H:19]([C:17]([NH:16][CH2:15][C:11]3[CH:10]=[C:9]([C:6]4[CH:7]=[N:8][C:3]([C:2]([F:26])([F:1])[F:27])=[CH:4][CH:5]=4)[N:14]=[CH:13][N:12]=3)=[O:18])[CH2:25][C:22]3([CH2:24][CH2:23]3)[CH2:21]2)(=[O:44])=[O:43])=[CH:38][CH:37]=1. (5) Given the reactants [P:1]([O:13][CH2:14][CH2:15][N:16]([CH2:18][CH2:19][C@@H:20]([NH:29][C:30]1[CH:35]=[CH:34][C:33]([S:36](=[O:68])(=[O:67])[NH:37][C:38](=[O:66])[C:39]2[CH:44]=[CH:43][C:42]([N:45]3[CH2:50][CH2:49][CH:48]([C@H:51]([C:53]4[CH:58]=[CH:57][CH:56]=[CH:55][C:54]=4[C:59]4[CH:64]=[CH:63][C:62]([Cl:65])=[CH:61][CH:60]=4)[OH:52])[CH2:47][CH2:46]3)=[CH:41][CH:40]=2)=[CH:32][C:31]=1[S:69]([C:72]([F:75])([F:74])[F:73])(=[O:71])=[O:70])[CH2:21][S:22][C:23]1[CH:28]=[CH:27][CH:26]=[CH:25][CH:24]=1)[CH3:17])([O:8]C(C)(C)C)([O:3]C(C)(C)C)=[O:2].Cl, predict the reaction product. The product is: [ClH:65].[P:1]([OH:8])([OH:3])([O:13][CH2:14][CH2:15][N:16]([CH2:18][CH2:19][C@@H:20]([NH:29][C:30]1[CH:35]=[CH:34][C:33]([S:36](=[O:68])(=[O:67])[NH:37][C:38](=[O:66])[C:39]2[CH:40]=[CH:41][C:42]([N:45]3[CH2:50][CH2:49][CH:48]([C@H:51]([C:53]4[CH:58]=[CH:57][CH:56]=[CH:55][C:54]=4[C:59]4[CH:60]=[CH:61][C:62]([Cl:65])=[CH:63][CH:64]=4)[OH:52])[CH2:47][CH2:46]3)=[CH:43][CH:44]=2)=[CH:32][C:31]=1[S:69]([C:72]([F:73])([F:75])[F:74])(=[O:70])=[O:71])[CH2:21][S:22][C:23]1[CH:28]=[CH:27][CH:26]=[CH:25][CH:24]=1)[CH3:17])=[O:2]. (6) Given the reactants C(N)(=[S:8])C1C=CC=CC=1.[CH3:10][C:11]1[CH:18]=[CH:17][C:14]([C:15]#[N:16])=[C:13]([N+:19]([O-:21])=[O:20])[CH:12]=1.CC1C=CC(C(N)=O)=C([N+]([O-])=O)C=1, predict the reaction product. The product is: [CH3:10][C:11]1[CH:18]=[CH:17][C:14]([C:15]([NH2:16])=[S:8])=[C:13]([N+:19]([O-:21])=[O:20])[CH:12]=1. (7) Given the reactants S(=O)(=O)(O)O.[OH:6][C:7]1[CH:12]=[CH:11][C:10]([C:13]([OH:22])([C:18]([F:21])([F:20])[F:19])[C:14]([F:17])([F:16])[F:15])=[CH:9][C:8]=1[CH2:23][CH2:24][CH3:25].[N+:26]([O-])([OH:28])=[O:27], predict the reaction product. The product is: [OH:6][C:7]1[C:8]([CH2:23][CH2:24][CH3:25])=[CH:9][C:10]([C:13]([OH:22])([C:14]([F:15])([F:16])[F:17])[C:18]([F:19])([F:20])[F:21])=[CH:11][C:12]=1[N+:26]([O-:28])=[O:27]. (8) The product is: [F:1][C:2]1[CH:7]=[C:6]([N:8]2[CH2:12][C@H:11]([CH2:13][N:14]3[CH:18]=[CH:17][N:16]=[N:15]3)[O:10][C:9]2=[O:19])[CH:5]=[CH:4][C:3]=1[C:20]1[CH:25]=[N:24][C:23]([CH:26]([OH:27])[CH2:34][C:35](=[O:36])[CH3:37])=[CH:22][CH:21]=1. Given the reactants [F:1][C:2]1[CH:7]=[C:6]([N:8]2[CH2:12][C@H:11]([CH2:13][N:14]3[CH:18]=[CH:17][N:16]=[N:15]3)[O:10][C:9]2=[O:19])[CH:5]=[CH:4][C:3]=1[C:20]1[CH:21]=[CH:22][C:23]([CH:26]=[O:27])=[N:24][CH:25]=1.C(=O)([O-])[O-].[K+].[K+].[CH3:34][C:35]([CH3:37])=[O:36], predict the reaction product.